Dataset: Forward reaction prediction with 1.9M reactions from USPTO patents (1976-2016). Task: Predict the product of the given reaction. (1) Given the reactants [Cl:1][C:2]1[N:7]=[C:6]([NH:8][C:9](=[O:14])[C:10]([CH3:13])([CH3:12])[CH3:11])[CH:5]=[CH:4][CH:3]=1.[Li]C(C)(C)C.CCCCCC.[I:26]I, predict the reaction product. The product is: [Cl:1][C:2]1[N:7]=[C:6]([NH:8][C:9](=[O:14])[C:10]([CH3:11])([CH3:13])[CH3:12])[C:5]([I:26])=[CH:4][CH:3]=1. (2) Given the reactants [OH:1][C:2]1[CH:7]=[CH:6][C:5]([CH:8]([CH3:13])C(OC)=O)=[CH:4][CH:3]=1.[C:14](=[O:17])([O-])[O-:15].[K+].[K+].Br[CH2:21][CH:22]1[CH2:24][CH2:23]1.[OH-].[Na+].Cl, predict the reaction product. The product is: [CH:22]1([CH2:21][O:1][C:2]2[CH:3]=[CH:4][C:5]([CH2:8][CH2:13][C:14]([OH:15])=[O:17])=[CH:6][CH:7]=2)[CH2:24][CH2:23]1. (3) The product is: [Si:10]([O:17][CH2:18][C@@H:19]([NH:20][S@@:21]([C:23]([CH3:26])([CH3:25])[CH3:24])=[O:22])[C:2]1[CH:7]=[CH:6][C:5]([F:8])=[C:4]([F:9])[CH:3]=1)([C:13]([CH3:16])([CH3:15])[CH3:14])([CH3:12])[CH3:11]. Given the reactants Br[C:2]1[CH:7]=[CH:6][C:5]([F:8])=[C:4]([F:9])[CH:3]=1.[Si:10]([O:17][CH2:18]/[CH:19]=[N:20]/[S@@:21]([C:23]([CH3:26])([CH3:25])[CH3:24])=[O:22])([C:13]([CH3:16])([CH3:15])[CH3:14])([CH3:12])[CH3:11], predict the reaction product. (4) Given the reactants [CH2:1]([C:5]1[CH:10]=[CH:9][C:8]([C:11]#[C:12][C:13]2[CH:21]=[CH:20][C:16]([C:17](O)=[O:18])=[CH:15][CH:14]=2)=[CH:7][CH:6]=1)[CH2:2][CH2:3][CH3:4].S(Cl)([Cl:24])=O, predict the reaction product. The product is: [CH2:1]([C:5]1[CH:10]=[CH:9][C:8]([C:11]#[C:12][C:13]2[CH:21]=[CH:20][C:16]([C:17]([Cl:24])=[O:18])=[CH:15][CH:14]=2)=[CH:7][CH:6]=1)[CH2:2][CH2:3][CH3:4]. (5) Given the reactants [C:1]([O:5][C:6]([NH:8][C@H:9]([C:14]([OH:16])=O)[CH2:10][CH:11]([CH3:13])[CH3:12])=[O:7])([CH3:4])([CH3:3])[CH3:2].[CH3:17][S:18]([C:21]1[N:26]=[CH:25][C:24]([N:27]2[CH2:31][C@@H:30]3[C@@H:32]([NH2:35])[CH2:33][CH2:34][C@@H:29]3[CH2:28]2)=[CH:23][N:22]=1)(=[O:20])=[O:19].[CH2:36](N1C[C@@H]2[C@@H](N)CC[C@@H]2C1)C1C=CC=CC=1, predict the reaction product. The product is: [CH3:36][C:11]([CH3:12])([CH3:13])[CH2:10][C@H:9]([NH:8][C:6](=[O:7])[O:5][C:1]([CH3:2])([CH3:3])[CH3:4])[C:14]([NH:35][C@@H:32]1[C@@H:30]2[C@@H:29]([CH2:28][N:27]([C:24]3[CH:23]=[N:22][C:21]([S:18]([CH3:17])(=[O:19])=[O:20])=[N:26][CH:25]=3)[CH2:31]2)[CH2:34][CH2:33]1)=[O:16].